Dataset: Reaction yield outcomes from USPTO patents with 853,638 reactions. Task: Predict the reaction yield, written as a fraction of the theoretical maximum amount of product (1.0 means a 100% yield; for example, 0.34 means a 34% yield). (1) The reactants are [Li+].[OH-].C[O:4][C:5]([C:7]1[CH:24]=[C:23]2[C:10]([S:11](=[O:26])(=[O:25])[NH:12][C:13]3[C:22]2=[CH:21][CH:20]=[C:19]2[C:14]=3[N:15]=[CH:16][CH:17]=[CH:18]2)=[CH:9][CH:8]=1)=[O:6].Cl. The product is [O:26]=[S:11]1(=[O:25])[C:10]2[C:23](=[CH:24][C:7]([C:5]([OH:6])=[O:4])=[CH:8][CH:9]=2)[C:22]2[C:13](=[C:14]3[C:19](=[CH:20][CH:21]=2)[CH:18]=[CH:17][CH:16]=[N:15]3)[NH:12]1. The yield is 0.900. The catalyst is CO. (2) The catalyst is O.CS(C)=O. The reactants are [Cl:1][C:2]1[CH:3]=[C:4]([CH:9]=[C:10]([C:12]2[CH:17]=[CH:16][C:15]([CH2:18][N:19]([CH3:21])[CH3:20])=[CH:14][CH:13]=2)[N:11]=1)[C:5]([O:7]C)=O.[OH-].[Na+].C1CN([P+](ON2N=NC3C=CC=CC2=3)(N2CCCC2)N2CCCC2)CC1.F[P-](F)(F)(F)(F)F.[NH2:57][CH2:58][C:59]1[C:60](=[O:67])[NH:61][C:62]([CH3:66])=[CH:63][C:64]=1[CH3:65]. The yield is 0.436. The product is [Cl:1][C:2]1[CH:3]=[C:4]([CH:9]=[C:10]([C:12]2[CH:17]=[CH:16][C:15]([CH2:18][N:19]([CH3:21])[CH3:20])=[CH:14][CH:13]=2)[N:11]=1)[C:5]([NH:57][CH2:58][C:59]1[C:60](=[O:67])[NH:61][C:62]([CH3:66])=[CH:63][C:64]=1[CH3:65])=[O:7].